This data is from Catalyst prediction with 721,799 reactions and 888 catalyst types from USPTO. The task is: Predict which catalyst facilitates the given reaction. (1) Product: [NH2:1][C:2]1[CH:9]=[CH:8][C:5]([C:6]#[N:7])=[CH:4][C:3]=1[C:15]1[CH2:16][CH2:17][C:12]([CH3:21])([CH3:11])[CH2:13][CH:14]=1. The catalyst class is: 73. Reactant: [NH2:1][C:2]1[CH:9]=[CH:8][C:5]([C:6]#[N:7])=[CH:4][C:3]=1Br.[CH3:11][C:12]1([CH3:21])[CH2:17][CH2:16][C:15](B(O)O)=[CH:14][CH2:13]1.C([O-])([O-])=O.[Na+].[Na+]. (2) Reactant: [Br-:1].[Br-].C1(P(C2C=CC=CC=2)C2C=CC=CC=2)C=CC=CC=1.[CH:22]([C:25]1[C:33]2[C:28](=[CH:29][CH:30]=[C:31]([O:34][C:35]3[C:42]([C:43]([F:46])([F:45])[F:44])=[CH:41][C:38]([CH2:39]O)=[CH:37][C:36]=3[C:47]([F:50])([F:49])[F:48])[CH:32]=2)[NH:27][CH:26]=1)([CH3:24])[CH3:23].N1C=CC=CC=1. Product: [CH:22]([C:25]1[C:33]2[C:28](=[CH:29][CH:30]=[C:31]([O:34][C:35]3[C:42]([C:43]([F:46])([F:45])[F:44])=[CH:41][C:38]([CH2:39][Br:1])=[CH:37][C:36]=3[C:47]([F:50])([F:49])[F:48])[CH:32]=2)[NH:27][CH:26]=1)([CH3:24])[CH3:23]. The catalyst class is: 10. (3) Reactant: [C:1]([C@H:3]1[O:8][CH2:7][C@@H:6]([CH2:9][OH:10])[N:5]([C:11]([O:13][C:14]([CH3:17])([CH3:16])[CH3:15])=[O:12])[CH2:4]1)#[CH:2].[C:18](N1C=CN=C1)(N1C=CN=C1)=[O:19].[F:30][C:31]([F:35])([F:34])[CH2:32][NH2:33]. Product: [C:1]([C@H:3]1[O:8][CH2:7][C@H:6]([CH2:9][O:10][C:18]([NH:33][CH2:32][C:31]([F:35])([F:34])[F:30])=[O:19])[N:5]([C:11]([O:13][C:14]([CH3:17])([CH3:16])[CH3:15])=[O:12])[CH2:4]1)#[CH:2]. The catalyst class is: 17. (4) Reactant: [C:1]([S:5]([C:8]1[CH:9]=[C:10]2[C:15](=[CH:16][CH:17]=1)[N:14]=[CH:13][CH:12]=[C:11]2Cl)(=[O:7])=[O:6])([CH3:4])([CH3:3])[CH3:2].[NH2:19][C:20]1[C:24]([CH3:25])=[C:23]([C:26]([O:28][CH2:29][CH3:30])=[O:27])[NH:22][N:21]=1. Product: [C:1]([S:5]([C:8]1[CH:9]=[C:10]2[C:15](=[CH:16][CH:17]=1)[N:14]=[CH:13][CH:12]=[C:11]2[NH:19][C:20]1[C:24]([CH3:25])=[C:23]([C:26]([O:28][CH2:29][CH3:30])=[O:27])[NH:22][N:21]=1)(=[O:7])=[O:6])([CH3:4])([CH3:3])[CH3:2]. The catalyst class is: 811. (5) Reactant: [F:1][C:2]1[CH:8]=[CH:7][C:5]([NH2:6])=[CH:4][C:3]=1[N+:9]([O-:11])=[O:10].[CH3:12][C:13]([CH3:18])([CH3:17])[C:14](Cl)=[O:15]. Product: [F:1][C:2]1[CH:8]=[CH:7][C:5]([NH:6][C:14](=[O:15])[C:13]([CH3:18])([CH3:17])[CH3:12])=[CH:4][C:3]=1[N+:9]([O-:11])=[O:10]. The catalyst class is: 79. (6) Reactant: [CH3:1][C:2]([CH3:21])([CH3:20])[C:3]([C:5]1[N:9]([CH2:10][C:11](O)=[O:12])[C:8]2[CH:14]=[CH:15][C:16]([O:18][CH3:19])=[CH:17][C:7]=2[N:6]=1)=[O:4].C1C=CC2N(O)N=NC=2C=1.[CH2:32]([NH:35][CH2:36][CH2:37][CH3:38])[CH2:33][CH3:34].CCN(C(C)C)C(C)C. Product: [CH3:20][C:2]([CH3:21])([CH3:1])[C:3]([C:5]1[N:9]([CH2:10][C:11]([N:35]([CH2:36][CH2:37][CH3:38])[CH2:32][CH2:33][CH3:34])=[O:12])[C:8]2[CH:14]=[CH:15][C:16]([O:18][CH3:19])=[CH:17][C:7]=2[N:6]=1)=[O:4]. The catalyst class is: 607. (7) Reactant: Cl[C:2]1[N:3]=[CH:4][CH:5]=[C:6]2[C:11]=1[N:10]=[CH:9][C:8]([O:12][CH3:13])=[CH:7]2.C(=O)([O-])[O-].[K+].[K+].[CH3:20][O:21][C:22]1[CH:29]=[CH:28][C:25]([CH2:26][NH2:27])=[CH:24][CH:23]=1. Product: [CH3:13][O:12][C:8]1[CH:9]=[N:10][C:11]2[C:6]([CH:7]=1)=[CH:5][CH:4]=[N:3][C:2]=2[NH:27][CH2:26][C:25]1[CH:28]=[CH:29][C:22]([O:21][CH3:20])=[CH:23][CH:24]=1. The catalyst class is: 9. (8) Product: [Br:1][C:2]1[CH:3]=[C:4]2[C:10]([C:11]3[CH:16]=[CH:15][CH:14]=[CH:13][C:12]=3[O:17][CH3:18])=[CH:9][N:8]([CH2:21][O:22][CH2:23][CH2:24][O:25][CH3:26])[C:5]2=[N:6][CH:7]=1. Reactant: [Br:1][C:2]1[CH:3]=[C:4]2[C:10]([C:11]3[CH:16]=[CH:15][CH:14]=[CH:13][C:12]=3[O:17][CH3:18])=[CH:9][NH:8][C:5]2=[N:6][CH:7]=1.[H-].[Na+].[CH3:21][O:22][CH2:23][CH2:24][O:25][CH2:26]Cl. The catalyst class is: 807. (9) Reactant: C(OC([N:8]1[C:17]2[C:12](=[CH:13][CH:14]=[C:15]([CH:18]([CH:24]=[CH:25][C:26]3[CH:31]=[CH:30][C:29]([C:32]([O:34][CH3:35])=[O:33])=[CH:28][CH:27]=3)[CH2:19][CH2:20][CH2:21][CH2:22][CH3:23])[CH:16]=2)[C:11]([CH3:37])([CH3:36])[CH2:10][CH2:9]1)=O)(C)(C)C.FC(F)(F)C(O)=O. Product: [CH3:35][O:34][C:32](=[O:33])[C:29]1[CH:28]=[CH:27][C:26]([CH:25]=[CH:24][CH:18]([C:15]2[CH:16]=[C:17]3[C:12]([C:11]([CH3:37])([CH3:36])[CH2:10][CH2:9][NH:8]3)=[CH:13][CH:14]=2)[CH2:19][CH2:20][CH2:21][CH2:22][CH3:23])=[CH:31][CH:30]=1. The catalyst class is: 4.